From a dataset of Forward reaction prediction with 1.9M reactions from USPTO patents (1976-2016). Predict the product of the given reaction. (1) Given the reactants [O:1]=[C:2]1[N:6]([NH:7][S:8]([CH3:11])(=[O:10])=[O:9])[C:5](=[O:12])[CH2:4][S:3]1.[Cl:13][C:14]1[CH:31]=[CH:30][C:17]([CH2:18][N:19]2[C:27]3[C:22](=[CH:23][C:24]([CH:28]=O)=[CH:25][CH:26]=3)[CH:21]=[N:20]2)=[C:16]([C:32]([F:35])([F:34])[F:33])[CH:15]=1.C(CN)O, predict the reaction product. The product is: [Cl:13][C:14]1[CH:31]=[CH:30][C:17]([CH2:18][N:19]2[C:27]3[C:22](=[CH:23][C:24](/[CH:28]=[C:4]4/[C:5](=[O:12])[N:6]([NH:7][S:8]([CH3:11])(=[O:10])=[O:9])[C:2](=[O:1])[S:3]/4)=[CH:25][CH:26]=3)[CH:21]=[N:20]2)=[C:16]([C:32]([F:33])([F:35])[F:34])[CH:15]=1. (2) Given the reactants C(OC([N:8]1[CH2:13][CH2:12][CH2:11][C@H:10]([C:14]2[O:18][N:17]=[C:16]([C:19]3[NH:20][CH:21]=[C:22]([F:24])[CH:23]=3)[N:15]=2)[CH2:9]1)=O)(C)(C)C.[F:25][C:26]([F:31])([F:30])[C:27]([OH:29])=[O:28], predict the reaction product. The product is: [F:25][C:26]([F:31])([F:30])[C:27]([OH:29])=[O:28].[F:24][C:22]1[CH:23]=[C:19]([C:16]2[N:15]=[C:14]([C@H:10]3[CH2:11][CH2:12][CH2:13][NH:8][CH2:9]3)[O:18][N:17]=2)[NH:20][CH:21]=1. (3) Given the reactants [CH3:1][O:2][C:3]1[CH:4]=[C:5]([CH:11]=[CH:12][C:13]([OH:15])=[O:14])[CH:6]=[CH:7][C:8]=1[O:9][CH3:10].[CH3:16]O, predict the reaction product. The product is: [CH3:16][O:14][C:13](=[O:15])[CH:12]=[CH:11][C:5]1[CH:6]=[CH:7][C:8]([O:9][CH3:10])=[C:3]([O:2][CH3:1])[CH:4]=1. (4) Given the reactants [F:1][C:2]1[CH:3]=[C:4]([C:25](OCC)=[O:26])[C:5]2[C:6](=O)[CH:7]([C:18]3[N:22]([CH3:23])[N:21]=[CH:20][N:19]=3)[CH:8]([C:12]3[CH:17]=[CH:16][CH:15]=[CH:14][CH:13]=3)[NH:9][C:10]=2[CH:11]=1.O.[NH2:31][NH2:32], predict the reaction product. The product is: [F:1][C:2]1[CH:11]=[C:10]2[NH:9][CH:8]([C:12]3[CH:13]=[CH:14][CH:15]=[CH:16][CH:17]=3)[CH:7]([C:18]3[N:22]([CH3:23])[N:21]=[CH:20][N:19]=3)[C:6]3=[N:31][NH:32][C:25](=[O:26])[C:4]([CH:3]=1)=[C:5]23.